Predict the reactants needed to synthesize the given product. From a dataset of Full USPTO retrosynthesis dataset with 1.9M reactions from patents (1976-2016). Given the product [CH3:7][N:6]1[C:2]2=[N:1][C:21]([CH3:32])=[C:22]([CH:23]([CH2:29][CH2:30][CH3:31])[C:24]([O:26][CH2:27][CH3:28])=[O:25])[C:11]([C:13]3[CH:18]=[CH:17][C:16]([CH3:19])=[CH:15][CH:14]=3)=[C:3]2[N:4]=[C:5]1[CH2:8][CH2:9][CH3:10], predict the reactants needed to synthesize it. The reactants are: [NH2:1][C:2]1[N:6]([CH3:7])[C:5]([CH2:8][CH2:9][CH3:10])=[N:4][C:3]=1[C:11]([C:13]1[CH:18]=[CH:17][C:16]([CH3:19])=[CH:15][CH:14]=1)=O.O=[C:21]([CH3:32])[CH2:22][CH:23]([CH2:29][CH2:30][CH3:31])[C:24]([O:26][CH2:27][CH3:28])=[O:25].Cl[Si](C)(C)C.O.